Dataset: Forward reaction prediction with 1.9M reactions from USPTO patents (1976-2016). Task: Predict the product of the given reaction. (1) Given the reactants [CH3:1][CH:2]1[CH2:7][CH2:6][CH2:5][CH2:4][N:3]1[C:8]1[C:9](=[O:22])[NH:10][C:11]2[C:16]([N:17]=1)=[CH:15][C:14]([C:18]([O:20][CH3:21])=[O:19])=[CH:13][CH:12]=2.N1C=CC=CC=1.[O:29](S(C(F)(F)F)(=O)=O)[S:30]([C:33]([F:36])([F:35])[F:34])(=O)=[O:31], predict the reaction product. The product is: [CH3:1][CH:2]1[CH2:7][CH2:6][CH2:5][CH2:4][N:3]1[C:8]1[C:9]([O:22][S:30]([C:33]([F:36])([F:35])[F:34])(=[O:31])=[O:29])=[N:10][C:11]2[C:16]([N:17]=1)=[CH:15][C:14]([C:18]([O:20][CH3:21])=[O:19])=[CH:13][CH:12]=2. (2) Given the reactants [Cl:1][C:2]1[C:3]2[N:4]([C:16]([CH3:19])=[CH:17][CH:18]=2)[C:5]([C:8]([N:10]2[CH2:15][CH2:14][O:13][CH2:12][CH2:11]2)=[O:9])=[CH:6][N:7]=1.[F:20][C:21]1[C:27]([C:28]([F:31])([F:30])[F:29])=[CH:26][CH:25]=[CH:24][C:22]=1[NH2:23], predict the reaction product. The product is: [ClH:1].[F:20][C:21]1[C:27]([C:28]([F:30])([F:31])[F:29])=[CH:26][CH:25]=[CH:24][C:22]=1[NH:23][C:2]1[C:3]2[N:4]([C:16]([CH3:19])=[CH:17][CH:18]=2)[C:5]([C:8]([N:10]2[CH2:15][CH2:14][O:13][CH2:12][CH2:11]2)=[O:9])=[CH:6][N:7]=1. (3) Given the reactants [CH3:1][C:2]([CH3:19])([CH3:18])[CH2:3][NH:4][C:5]1[C:14]2[C:9](=[CH:10][CH:11]=[C:12]([OH:15])[CH:13]=2)[N:8]=[C:7]([C:16]#[N:17])[N:6]=1.Cl.Cl[CH2:22][C:23]1[CH:28]=[CH:27][CH:26]=[CH:25][N:24]=1.C(=O)([O-])[O-].[Cs+].[Cs+].O, predict the reaction product. The product is: [CH3:1][C:2]([CH3:19])([CH3:18])[CH2:3][NH:4][C:5]1[C:14]2[C:9](=[CH:10][CH:11]=[C:12]([O:15][CH2:22][C:23]3[CH:28]=[CH:27][CH:26]=[CH:25][N:24]=3)[CH:13]=2)[N:8]=[C:7]([C:16]#[N:17])[N:6]=1.